Dataset: Full USPTO retrosynthesis dataset with 1.9M reactions from patents (1976-2016). Task: Predict the reactants needed to synthesize the given product. (1) Given the product [OH:8][CH2:7][CH2:6][C:5]1[CH:4]=[C:3]2[C:2](=[CH:10][CH:9]=1)[O:1][CH:17]([OH:26])[CH2:18][CH:19]2[C:20]1[CH:25]=[CH:24][CH:23]=[CH:22][CH:21]=1, predict the reactants needed to synthesize it. The reactants are: [OH:1][C:2]1[CH:10]=[CH:9][C:5]([CH2:6][CH2:7][OH:8])=[CH:4][CH:3]=1.N1CCNCC1.[CH:17](=[O:26])[CH:18]=[CH:19][C:20]1[CH:25]=[CH:24][CH:23]=[CH:22][CH:21]=1.Cl. (2) Given the product [NH2:13][CH2:12][C:11]1[CH:14]=[CH:15][N:16]=[C:9]([NH:8][CH2:7][C:6]2[CH:5]=[CH:4][C:3]([O:2][CH3:1])=[CH:18][CH:17]=2)[CH:10]=1, predict the reactants needed to synthesize it. The reactants are: [CH3:1][O:2][C:3]1[CH:18]=[CH:17][C:6]([CH2:7][NH:8][C:9]2[CH:10]=[C:11]([CH:14]=[CH:15][N:16]=2)[C:12]#[N:13])=[CH:5][CH:4]=1.